The task is: Predict the product of the given reaction.. This data is from Forward reaction prediction with 1.9M reactions from USPTO patents (1976-2016). Given the reactants [C:1]([C:4]1[CH:5]=[C:6]2[C:10](=[CH:11][CH:12]=1)[NH:9][C:8](=[O:13])[CH2:7]2)(=O)[CH3:2].FC(F)(F)C(O)=O.C([SiH](CC)CC)C, predict the reaction product. The product is: [CH2:1]([C:4]1[CH:5]=[C:6]2[C:10](=[CH:11][CH:12]=1)[NH:9][C:8](=[O:13])[CH2:7]2)[CH3:2].